From a dataset of Full USPTO retrosynthesis dataset with 1.9M reactions from patents (1976-2016). Predict the reactants needed to synthesize the given product. (1) Given the product [OH:3][CH:4]([CH2:10][CH2:11][CH:12]=[CH:13][CH:14]=[CH:15][CH3:16])[CH2:5][C:6]([O:8][CH3:9])=[O:7], predict the reactants needed to synthesize it. The reactants are: [BH4-].[Na+].[O:3]=[C:4]([CH2:10][CH2:11][CH:12]=[CH:13][CH:14]=[CH:15][CH3:16])[CH2:5][C:6]([O:8][CH3:9])=[O:7].Cl. (2) Given the product [C:10]([C:3]1[C:4]2[C:9](=[CH:8][CH:7]=[CH:6][CH:5]=2)[N:1]([C:20]([O:21][CH3:22])=[O:23])[N:2]=1)(=[O:12])[CH3:11], predict the reactants needed to synthesize it. The reactants are: [NH:1]1[C:9]2[C:4](=[CH:5][CH:6]=[CH:7][CH:8]=2)[C:3]([C:10](=[O:12])[CH3:11])=[N:2]1.C(N(CC)CC)C.[C:20](Cl)(=[O:23])[O:21][CH3:22]. (3) Given the product [Cl:4][C:5]1[CH:6]=[C:7]([NH:1][C:2]2[S:3][C:21]([C:17]3[CH:18]=[CH:19][CH:20]=[C:15]([O:14][CH2:12][CH3:13])[CH:16]=3)=[N:23][N:24]=2)[CH:8]=[CH:9][C:10]=1[F:11], predict the reactants needed to synthesize it. The reactants are: [N-:1]=[C:2]=[S:3].[Cl:4][C:5]1[CH:6]=[CH:7][CH:8]=[CH:9][C:10]=1[F:11].[CH2:12]([O:14][C:15]1[CH:16]=[C:17]([C:21]([NH:23][NH2:24])=O)[CH:18]=[CH:19][CH:20]=1)[CH3:13]. (4) The reactants are: [Cl:1][C:2]1[CH:3]=[C:4]2[C:8](=[CH:9][CH:10]=1)[NH:7][C:6]([C:11]([NH:13][C@@H:14]1[CH2:19][CH2:18][C@H:17]([C:20]([O:22]CC)=[O:21])[CH2:16][C@H:15]1[NH:25][C:26]([C:28]1[S:29][C:30]3[CH2:31][N:32]([CH3:37])[CH2:33][CH2:34][C:35]=3[N:36]=1)=[O:27])=[O:12])=[CH:5]2.C(O)C.[OH-].[Na+].Cl. Given the product [C:20]([C@H:17]1[CH2:18][CH2:19][C@@H:14]([NH:13][C:11]([C:6]2[NH:7][C:8]3[C:4]([CH:5]=2)=[CH:3][C:2]([Cl:1])=[CH:10][CH:9]=3)=[O:12])[C@H:15]([NH:25][C:26]([C:28]2[S:29][C:30]3[CH2:31][N:32]([CH3:37])[CH2:33][CH2:34][C:35]=3[N:36]=2)=[O:27])[CH2:16]1)([OH:22])=[O:21], predict the reactants needed to synthesize it. (5) Given the product [Cl:1][C:2]1[CH:7]=[C:6]([Cl:8])[CH:5]=[CH:4][C:3]=1[N:9]1[C:14](=[O:15])[O:13][NH:12][C:10]1=[O:11], predict the reactants needed to synthesize it. The reactants are: [Cl:1][C:2]1[CH:7]=[C:6]([Cl:8])[CH:5]=[CH:4][C:3]=1[NH:9][C:10]([NH:12][OH:13])=[O:11].[C:14](N1C=CN=C1)(N1C=CN=C1)=[O:15]. (6) Given the product [Cl:1][C:2]1[CH:3]=[CH:4][C:5]([CH:8]([C:10]2[N:11]([CH3:15])[N:12]=[CH:13][CH:14]=2)[O:9][CH:17]2[CH2:22][CH2:21][NH:20][CH2:19][CH2:18]2)=[CH:6][CH:7]=1, predict the reactants needed to synthesize it. The reactants are: [Cl:1][C:2]1[CH:7]=[CH:6][C:5]([CH:8]([C:10]2[N:11]([CH3:15])[N:12]=[CH:13][CH:14]=2)[OH:9])=[CH:4][CH:3]=1.O[CH:17]1[CH2:22][CH2:21][NH:20][CH2:19][CH2:18]1.O.C1(C)C=CC(S(O)(=O)=O)=CC=1. (7) The reactants are: [C:1]1([CH:8]=[CH:7][CH:6]=[C:4]([OH:5])[CH:3]=1)[OH:2].[CH2:9]=[O:10].O.Cl. Given the product [C:1]1([CH:8]=[CH:7][CH:6]=[C:4]([OH:5])[C:3]=1[CH:9]=[O:10])[OH:2], predict the reactants needed to synthesize it. (8) Given the product [Cl:1][C:2]1[C:7]([C:19]([C:15]2[O:14][CH:18]=[CH:17][CH:16]=2)=[O:20])=[C:6]([Cl:8])[N:5]=[CH:4][N:3]=1, predict the reactants needed to synthesize it. The reactants are: [Cl:1][C:2]1[CH:7]=[C:6]([Cl:8])[N:5]=[CH:4][N:3]=1.[Li+].[Cl-].C([Cu])#N.[O:14]1[CH:18]=[CH:17][CH:16]=[C:15]1[C:19](Cl)=[O:20].